Task: Predict which catalyst facilitates the given reaction.. Dataset: Catalyst prediction with 721,799 reactions and 888 catalyst types from USPTO (1) Reactant: C(OC([N:8]1[CH2:13][CH2:12][CH2:11][CH2:10][CH:9]1[C:14]([N:16]1[CH2:21][CH2:20][N:19]([C:22]2[C:23]3[CH:30]=[C:29]([CH2:31][CH3:32])[S:28][C:24]=3[N:25]=[CH:26][N:27]=2)[CH2:18][CH2:17]1)=[O:15])=O)(C)(C)C.Cl. Product: [CH2:31]([C:29]1[S:28][C:24]2[N:25]=[CH:26][N:27]=[C:22]([N:19]3[CH2:20][CH2:21][N:16]([C:14]([CH:9]4[CH2:10][CH2:11][CH2:12][CH2:13][NH:8]4)=[O:15])[CH2:17][CH2:18]3)[C:23]=2[CH:30]=1)[CH3:32]. The catalyst class is: 5. (2) The catalyst class is: 1. Product: [CH2:10]([N:17]1[CH2:21][CH:20]([CH2:22][CH:5]([CH3:6])[CH2:7][CH2:8][CH3:9])[CH2:19][C:18]1=[O:24])[C:11]1[CH:16]=[CH:15][CH:14]=[CH:13][CH:12]=1. Reactant: [Mg].II.Br[CH:5]([CH2:7][CH2:8][CH3:9])[CH3:6].[CH2:10]([N:17]1[CH2:21][CH:20]([CH2:22]I)[CH2:19][C:18]1=[O:24])[C:11]1[CH:16]=[CH:15][CH:14]=[CH:13][CH:12]=1. (3) Reactant: [NH:1]1[C:5]2=[CH:6][N:7]=[CH:8][CH:9]=[C:4]2[CH:3]=[C:2]1[C:10]([NH2:12])=[O:11].[CH3:13][O:14][C:15]1[CH:16]=[C:17]([S:21][S:21][C:17]2[CH:18]=[CH:19][CH:20]=[C:15]([O:14][CH3:13])[CH:16]=2)[CH:18]=[CH:19][CH:20]=1. Product: [CH3:13][O:14][C:15]1[CH:16]=[C:17]([S:21][C:3]2[C:4]3[C:5](=[CH:6][N:7]=[CH:8][CH:9]=3)[NH:1][C:2]=2[C:10]([NH2:12])=[O:11])[CH:18]=[CH:19][CH:20]=1. The catalyst class is: 3. (4) Reactant: [Cl:1][C:2]1[CH:10]=[C:9]2[C:5]([CH:6]=[C:7]([C:11]3[CH:12]=[C:13]([O:17][S:18](=[O:25])(=[O:24])[N:19]([CH2:22][CH3:23])[CH2:20][CH3:21])[CH:14]=[N:15][CH:16]=3)[NH:8]2)=[CH:4][CH:3]=1.[CH3:26]N(C=O)C.C(=O)(OC)OC.C(=O)([O-])[O-].[K+].[K+]. Product: [Cl:1][C:2]1[CH:10]=[C:9]2[C:5]([CH:6]=[C:7]([C:11]3[CH:12]=[C:13]([O:17][S:18](=[O:24])(=[O:25])[N:19]([CH2:20][CH3:21])[CH2:22][CH3:23])[CH:14]=[N:15][CH:16]=3)[N:8]2[CH3:26])=[CH:4][CH:3]=1. The catalyst class is: 13.